Dataset: Forward reaction prediction with 1.9M reactions from USPTO patents (1976-2016). Task: Predict the product of the given reaction. (1) Given the reactants [Cl:1][C:2]1[CH:3]=[C:4]2[C:9](=[CH:10][C:11]=1[C:12]([N:14]1[CH2:18][CH2:17][CH2:16][CH2:15]1)=[O:13])[N:8]=[CH:7][N:6]=[C:5]2[NH:19][CH:20]([C:26]1[N:30](C(OC(C)(C)C)=O)[C:29]2[CH:38]=[CH:39][C:40]([Cl:42])=[CH:41][C:28]=2[N:27]=1)[CH2:21][CH2:22][C:23]([OH:25])=O.[CH3:43][N:44]([CH2:46][CH2:47][NH2:48])[CH3:45].CN(C(ON1N=NC2C=CC=CC1=2)=[N+](C)C)C.[B-](F)(F)(F)F.FC(F)(F)C(O)=O, predict the reaction product. The product is: [Cl:1][C:2]1[CH:3]=[C:4]2[C:9](=[CH:10][C:11]=1[C:12]([N:14]1[CH2:15][CH2:16][CH2:17][CH2:18]1)=[O:13])[N:8]=[CH:7][N:6]=[C:5]2[NH:19][CH:20]([C:26]1[NH:30][C:29]2[CH:38]=[CH:39][C:40]([Cl:42])=[CH:41][C:28]=2[N:27]=1)[CH2:21][CH2:22][C:23]([NH:48][CH2:47][CH2:46][N:44]([CH3:45])[CH3:43])=[O:25]. (2) The product is: [F:22][C:23]1[CH:40]=[CH:39][C:26]2[S:27][C:28]([C:2]3[N:6]4[N:7]=[C:8]([NH:11][C:12]5[CH:17]=[CH:16][C:15]([O:18][CH3:19])=[C:14]([O:20][CH3:21])[CH:13]=5)[CH:9]=[CH:10][C:5]4=[N:4][CH:3]=3)=[CH:29][C:25]=2[CH:24]=1. Given the reactants Br[C:2]1[N:6]2[N:7]=[C:8]([NH:11][C:12]3[CH:17]=[CH:16][C:15]([O:18][CH3:19])=[C:14]([O:20][CH3:21])[CH:13]=3)[CH:9]=[CH:10][C:5]2=[N:4][CH:3]=1.[F:22][C:23]1[CH:40]=[CH:39][C:26]2[S:27][C:28](B3OC(C)(C)C(C)(C)O3)=[CH:29][C:25]=2[CH:24]=1.C(=O)([O-])[O-].[Na+].[Na+], predict the reaction product. (3) Given the reactants [N-:1]=[N+:2]=[N-:3].[Na+].[C:5]([C:9]1[N:14]=[C:13]([N:15]2[CH2:20][CH2:19][N:18]([CH2:21][CH2:22][CH2:23]Cl)[CH2:17][CH2:16]2)[CH:12]=[C:11]([C:25]([F:28])([F:27])[F:26])[N:10]=1)([CH3:8])([CH3:7])[CH3:6], predict the reaction product. The product is: [N:1]([CH2:23][CH2:22][CH2:21][N:18]1[CH2:17][CH2:16][N:15]([C:13]2[CH:12]=[C:11]([C:25]([F:27])([F:28])[F:26])[N:10]=[C:9]([C:5]([CH3:6])([CH3:8])[CH3:7])[N:14]=2)[CH2:20][CH2:19]1)=[N+:2]=[N-:3]. (4) The product is: [CH:7](=[N:16][C@H:17]([C:19]([O:21][CH:22]([CH3:24])[CH3:23])=[O:20])[CH3:18])[C:8]1[CH:13]=[CH:12][CH:11]=[CH:10][CH:9]=1. Given the reactants S([O-])([O-])(=O)=O.[Mg+2].[CH:7](=O)[C:8]1[CH:13]=[CH:12][CH:11]=[CH:10][CH:9]=1.Cl.[NH2:16][C@H:17]([C:19]([O:21][CH:22]([CH3:24])[CH3:23])=[O:20])[CH3:18].C(N(CC)CC)C, predict the reaction product. (5) Given the reactants Cl[C:2]1[N:10]=[C:9]2[C:5]([N:6]=[C:7]([CH2:17][N:18]3[CH2:23][CH2:22][CH:21]([N:24]([CH3:26])[CH3:25])[CH2:20][CH2:19]3)[N:8]2[CH:11]2[CH2:16][CH2:15][CH2:14][CH2:13][O:12]2)=[C:4]([N:27]2[CH2:32][CH2:31][O:30][CH2:29][CH2:28]2)[N:3]=1.[NH:33]1[C:41]2[CH:40]=[CH:39][CH:38]=[C:37](B3OC(C)(C)C(C)(C)O3)[C:36]=2[CH:35]=[CH:34]1, predict the reaction product. The product is: [NH:33]1[C:41]2[C:36](=[C:37]([C:2]3[N:10]=[C:9]4[C:5]([N:6]=[C:7]([CH2:17][N:18]5[CH2:23][CH2:22][CH:21]([N:24]([CH3:26])[CH3:25])[CH2:20][CH2:19]5)[N:8]4[CH:11]4[CH2:16][CH2:15][CH2:14][CH2:13][O:12]4)=[C:4]([N:27]4[CH2:32][CH2:31][O:30][CH2:29][CH2:28]4)[N:3]=3)[CH:38]=[CH:39][CH:40]=2)[CH:35]=[CH:34]1. (6) Given the reactants C[N:2]1[C:10]2[C:5](=[N:6][CH:7]=[C:8]([C:11](O)=[O:12])[CH:9]=2)[N:4]=[C:3]1[NH:14][C:15]1[CH:20]=[CH:19][C:18]([O:21][CH3:22])=[CH:17][CH:16]=1.[CH2:23]([NH:27][CH2:28][CH2:29][CH2:30][CH3:31])[CH2:24][CH2:25][CH3:26], predict the reaction product. The product is: [CH2:23]([N:27]([CH2:28][CH2:29][CH2:30][CH3:31])[C:11]([C:8]1[CH:9]=[C:10]2[NH:2][C:3]([NH:14][C:15]3[CH:16]=[CH:17][C:18]([O:21][CH3:22])=[CH:19][CH:20]=3)=[N:4][C:5]2=[N:6][CH:7]=1)=[O:12])[CH2:24][CH2:25][CH3:26]. (7) Given the reactants [NH2:1][C:2]1[CH:7]=[CH:6][C:5]([CH:8]([CH3:12])[C:9]([OH:11])=[O:10])=[CH:4][CH:3]=1.[C:13]([S-:15])#[N:14].[K+].BrBr, predict the reaction product. The product is: [NH2:14][C:13]1[S:15][C:7]2[CH:6]=[C:5]([CH:8]([CH3:12])[C:9]([OH:11])=[O:10])[CH:4]=[CH:3][C:2]=2[N:1]=1. (8) Given the reactants [CH3:1][O:2][CH2:3][C@H:4]([CH3:37])[O:5][C:6]1[CH:7]=[C:8]([C:23]2[NH:27][C:26]([C:28]3[O:29][CH:30]([C:33]([O:35]C)=[O:34])[CH2:31][N:32]=3)=[CH:25][CH:24]=2)[CH:9]=[C:10]([O:12][C:13]2[CH:18]=[CH:17][C:16]([S:19]([CH3:22])(=[O:21])=[O:20])=[CH:15][CH:14]=2)[CH:11]=1.[OH-].[Na+].Cl.C(OCC)(=O)C, predict the reaction product. The product is: [CH3:1][O:2][CH2:3][C@H:4]([CH3:37])[O:5][C:6]1[CH:7]=[C:8]([C:23]2[NH:27][C:26]([C:28]3[O:29][CH:30]([C:33]([OH:35])=[O:34])[CH2:31][N:32]=3)=[CH:25][CH:24]=2)[CH:9]=[C:10]([O:12][C:13]2[CH:18]=[CH:17][C:16]([S:19]([CH3:22])(=[O:21])=[O:20])=[CH:15][CH:14]=2)[CH:11]=1. (9) Given the reactants [CH3:1][O:2][C:3](=[O:13])[C:4]([CH3:12])([CH3:11])[CH2:5][O:6][Si](C)(C)C.[O:14]1[CH2:18][CH2:17][C:16](=O)[CH2:15]1.C([SiH](CC)CC)C.C([O-])(O)=O.[Na+], predict the reaction product. The product is: [CH3:1][O:2][C:3](=[O:13])[C:4]([CH3:12])([CH3:11])[CH2:5][O:6][CH:16]1[CH2:17][CH2:18][O:14][CH2:15]1. (10) Given the reactants [NH2:1][C:2]1[CH:6]=[C:5]([C:7]([CH3:10])([CH3:9])[CH3:8])[S:4][C:3]=1[C:11]([NH2:13])=[O:12].Cl.[C:15]([C:17]([O:19][CH2:20][CH3:21])=[O:18])#N, predict the reaction product. The product is: [C:7]([C:5]1[S:4][C:3]2[C:11](=[O:12])[NH:13][C:15]([C:17]([O:19][CH2:20][CH3:21])=[O:18])=[N:1][C:2]=2[CH:6]=1)([CH3:10])([CH3:8])[CH3:9].